Task: Regression. Given two drug SMILES strings and cell line genomic features, predict the synergy score measuring deviation from expected non-interaction effect.. Dataset: NCI-60 drug combinations with 297,098 pairs across 59 cell lines (1) Drug 1: CN1C2=C(C=C(C=C2)N(CCCl)CCCl)N=C1CCCC(=O)O.Cl. Drug 2: CN(CC1=CN=C2C(=N1)C(=NC(=N2)N)N)C3=CC=C(C=C3)C(=O)NC(CCC(=O)O)C(=O)O. Cell line: SNB-19. Synergy scores: CSS=62.3, Synergy_ZIP=0.450, Synergy_Bliss=2.27, Synergy_Loewe=-29.7, Synergy_HSA=0.764. (2) Drug 1: CC(C1=C(C=CC(=C1Cl)F)Cl)OC2=C(N=CC(=C2)C3=CN(N=C3)C4CCNCC4)N. Drug 2: C1=CC(=CC=C1C#N)C(C2=CC=C(C=C2)C#N)N3C=NC=N3. Cell line: A549. Synergy scores: CSS=29.1, Synergy_ZIP=-4.19, Synergy_Bliss=4.24, Synergy_Loewe=-3.81, Synergy_HSA=3.02. (3) Drug 1: CCC1=C2CN3C(=CC4=C(C3=O)COC(=O)C4(CC)O)C2=NC5=C1C=C(C=C5)O. Drug 2: CN(CC1=CN=C2C(=N1)C(=NC(=N2)N)N)C3=CC=C(C=C3)C(=O)NC(CCC(=O)O)C(=O)O. Cell line: RXF 393. Synergy scores: CSS=25.8, Synergy_ZIP=-8.36, Synergy_Bliss=-3.82, Synergy_Loewe=-0.0190, Synergy_HSA=0.556. (4) Drug 1: CC12CCC3C(C1CCC2=O)CC(=C)C4=CC(=O)C=CC34C. Drug 2: C1=NC(=NC(=O)N1C2C(C(C(O2)CO)O)O)N. Cell line: SK-OV-3. Synergy scores: CSS=16.2, Synergy_ZIP=3.68, Synergy_Bliss=4.90, Synergy_Loewe=4.57, Synergy_HSA=4.29. (5) Drug 1: COC1=C(C=C2C(=C1)N=CN=C2NC3=CC(=C(C=C3)F)Cl)OCCCN4CCOCC4. Drug 2: CC1CCCC2(C(O2)CC(NC(=O)CC(C(C(=O)C(C1O)C)(C)C)O)C(=CC3=CSC(=N3)C)C)C. Cell line: A498. Synergy scores: CSS=30.7, Synergy_ZIP=-0.959, Synergy_Bliss=-2.00, Synergy_Loewe=-1.27, Synergy_HSA=-1.31. (6) Drug 1: CC1C(C(=O)NC(C(=O)N2CCCC2C(=O)N(CC(=O)N(C(C(=O)O1)C(C)C)C)C)C(C)C)NC(=O)C3=C4C(=C(C=C3)C)OC5=C(C(=O)C(=C(C5=N4)C(=O)NC6C(OC(=O)C(N(C(=O)CN(C(=O)C7CCCN7C(=O)C(NC6=O)C(C)C)C)C)C(C)C)C)N)C. Drug 2: CC1=C(C(=CC=C1)Cl)NC(=O)C2=CN=C(S2)NC3=CC(=NC(=N3)C)N4CCN(CC4)CCO. Cell line: HOP-62. Synergy scores: CSS=4.49, Synergy_ZIP=-0.983, Synergy_Bliss=-1.13, Synergy_Loewe=-1.24, Synergy_HSA=-0.906. (7) Drug 1: C1=CC(=CC=C1CCCC(=O)O)N(CCCl)CCCl. Drug 2: COC1=C2C(=CC3=C1OC=C3)C=CC(=O)O2. Cell line: OVCAR3. Synergy scores: CSS=13.3, Synergy_ZIP=-4.28, Synergy_Bliss=3.27, Synergy_Loewe=-8.93, Synergy_HSA=-6.11. (8) Drug 1: CN(C)N=NC1=C(NC=N1)C(=O)N. Drug 2: CC(C)NC(=O)C1=CC=C(C=C1)CNNC.Cl. Cell line: A549. Synergy scores: CSS=5.93, Synergy_ZIP=2.90, Synergy_Bliss=7.00, Synergy_Loewe=1.99, Synergy_HSA=2.96.